This data is from Reaction yield outcomes from USPTO patents with 853,638 reactions. The task is: Predict the reaction yield, written as a fraction of the theoretical maximum amount of product (1.0 means a 100% yield; for example, 0.34 means a 34% yield). (1) The reactants are [NH2:1][C:2]1[CH:7]=[CH:6][C:5]([CH2:8][CH2:9][C:10]([NH2:12])=[O:11])=[CH:4][CH:3]=1.[Br:13]N1C(=O)CCC1=O. The catalyst is C(Cl)Cl.CC#N.[Cl-].[Na+].O. The product is [NH2:1][C:2]1[CH:3]=[CH:4][C:5]([CH2:8][CH2:9][C:10]([NH2:12])=[O:11])=[CH:6][C:7]=1[Br:13]. The yield is 0.810. (2) The reactants are [NH2:1][C:2]1[CH:10]=[C:9]([N:11]2[C:15]3=[N:16][CH:17]=[CH:18][C:19](I)=[C:14]3[C:13]([C:21]([F:24])([F:23])[F:22])=[N:12]2)[CH:8]=[CH:7][C:3]=1[C:4]([NH2:6])=[O:5].C(=O)([O-])[O-].[K+].[K+].Cl.[N:32]1[CH:37]=[CH:36][CH:35]=[C:34]([C:38]2[N:39]=[CH:40][NH:41][CH:42]=2)[CH:33]=1. The catalyst is CS(C)=O.C(OCC)(=O)C.[Cu]=O. The product is [NH2:1][C:2]1[CH:10]=[C:9]([N:11]2[C:15]3=[N:16][CH:17]=[CH:18][C:19]([N:41]4[CH:42]=[C:38]([C:34]5[CH:33]=[N:32][CH:37]=[CH:36][CH:35]=5)[N:39]=[CH:40]4)=[C:14]3[C:13]([C:21]([F:24])([F:23])[F:22])=[N:12]2)[CH:8]=[CH:7][C:3]=1[C:4]([NH2:6])=[O:5]. The yield is 0.300. (3) The reactants are [ClH:1].[S:2]1[C:6]([C@@H:7]2[CH2:9][C@H:8]2[NH:10]C(=O)OC(C)(C)C)=[CH:5][N:4]=[CH:3]1. The catalyst is O1CCOCC1. The product is [ClH:1].[S:2]1[C:6]([C@@H:7]2[CH2:9][C@H:8]2[NH2:10])=[CH:5][N:4]=[CH:3]1. The yield is 0.748. (4) The reactants are [F:1][C:2]1([F:18])[CH2:6][CH2:5][CH:4]([NH:7]C(=O)OCC2C=CC=CC=2)[CH2:3]1.[ClH:19]. No catalyst specified. The product is [ClH:19].[F:1][C:2]1([F:18])[CH2:6][CH2:5][CH:4]([NH2:7])[CH2:3]1. The yield is 0.850. (5) The reactants are [NH2:1][C:2]1[N:7]=[CH:6][C:5]([O:8][CH3:9])=[CH:4][N:3]=1.N1C=CC=CC=1.[C:16](Cl)(=[O:22])[CH2:17][CH2:18][CH2:19][CH2:20][CH3:21].NCC(O)=O. The catalyst is ClCCl. The product is [CH3:9][O:8][C:5]1[CH:4]=[N:3][C:2]([NH:1][C:16](=[O:22])[CH2:17][CH2:18][CH2:19][CH2:20][CH3:21])=[N:7][CH:6]=1. The yield is 0.920. (6) The reactants are [CH3:1][N:2]1[C:6]2[CH:7]=[C:8]([N+:14]([O-])=O)[C:9]([N+:11]([O-])=O)=[CH:10][C:5]=2[N:4]=[C:3]1[CH3:17]. The catalyst is C(O)C.C(O)(=O)C.[Pd]. The product is [CH3:1][N:2]1[C:6]2[CH:7]=[C:8]([NH2:14])[C:9]([NH2:11])=[CH:10][C:5]=2[N:4]=[C:3]1[CH3:17]. The yield is 0.950.